Dataset: Peptide-MHC class II binding affinity with 134,281 pairs from IEDB. Task: Regression. Given a peptide amino acid sequence and an MHC pseudo amino acid sequence, predict their binding affinity value. This is MHC class II binding data. (1) The peptide sequence is GELQIVLKIDAAFKI. The MHC is DRB1_0101 with pseudo-sequence DRB1_0101. The binding affinity (normalized) is 0.606. (2) The peptide sequence is CGYLMFLGGVKPTHI. The MHC is DRB3_0101 with pseudo-sequence DRB3_0101. The binding affinity (normalized) is 0.356. (3) The peptide sequence is DKWLDAKSTWYGKPT. The MHC is HLA-DQA10301-DQB10302 with pseudo-sequence HLA-DQA10301-DQB10302. The binding affinity (normalized) is 0.0596. (4) The peptide sequence is VPLYNRFSYIPNGAL. The MHC is DRB1_1302 with pseudo-sequence DRB1_1302. The binding affinity (normalized) is 0.515. (5) The MHC is DRB1_0405 with pseudo-sequence DRB1_0405. The peptide sequence is LTWIGLNSKNTSMSF. The binding affinity (normalized) is 0.370. (6) The peptide sequence is YYNLRPEVIESIYYAYRMTK. The MHC is DRB1_0401 with pseudo-sequence DRB1_0401. The binding affinity (normalized) is 0.306. (7) The peptide sequence is IFYDVFFAVANGNEL. The MHC is HLA-DPA10201-DPB10501 with pseudo-sequence HLA-DPA10201-DPB10501. The binding affinity (normalized) is 0.203.